This data is from Peptide-MHC class II binding affinity with 134,281 pairs from IEDB. The task is: Regression. Given a peptide amino acid sequence and an MHC pseudo amino acid sequence, predict their binding affinity value. This is MHC class II binding data. (1) The peptide sequence is GEPIRFLLSYGEKDF. The MHC is DRB1_0401 with pseudo-sequence DRB1_0401. The binding affinity (normalized) is 0.427. (2) The peptide sequence is IPSDLERRILEAKQKGFVPF. The MHC is DRB1_0401 with pseudo-sequence DRB1_0401. The binding affinity (normalized) is 0. (3) The peptide sequence is QDELIGRGRVSPGNG. The MHC is HLA-DQA10501-DQB10402 with pseudo-sequence HLA-DQA10501-DQB10402. The binding affinity (normalized) is 0.429. (4) The peptide sequence is VPLNLRNESENESVV. The MHC is DRB1_0101 with pseudo-sequence DRB1_0101. The binding affinity (normalized) is 0.265. (5) The peptide sequence is EYKYFAATQFEPLAA. The MHC is HLA-DPA10201-DPB10101 with pseudo-sequence HLA-DPA10201-DPB10101. The binding affinity (normalized) is 0.933.